This data is from Retrosynthesis with 50K atom-mapped reactions and 10 reaction types from USPTO. The task is: Predict the reactants needed to synthesize the given product. (1) Given the product CN(C)c1cccc(-n2cc(C(=O)NC(=N)N)c3cccnc32)c1, predict the reactants needed to synthesize it. The reactants are: CN(C)c1cccc(-n2cc(C(=O)O)c3cccnc32)c1.N=C(N)N. (2) Given the product CC(=O)NCCn1c2ccccc2c2cc(C(N)=O)c(N)nc21, predict the reactants needed to synthesize it. The reactants are: CC(=O)OC(C)=O.NCCn1c2ccccc2c2cc(C(N)=O)c(N)nc21.